This data is from Forward reaction prediction with 1.9M reactions from USPTO patents (1976-2016). The task is: Predict the product of the given reaction. (1) Given the reactants [C:1](=[O:22])([O:20][CH3:21])[O:2][C:3]1[CH:8]=[C:7]([N+:9]([O-])=O)[C:6]([C:12]([CH3:15])([CH3:14])[CH3:13])=[CH:5][C:4]=1[C:16]([CH3:19])([CH3:18])[CH3:17], predict the reaction product. The product is: [C:1](=[O:22])([O:20][CH3:21])[O:2][C:3]1[CH:8]=[C:7]([NH2:9])[C:6]([C:12]([CH3:13])([CH3:14])[CH3:15])=[CH:5][C:4]=1[C:16]([CH3:19])([CH3:18])[CH3:17]. (2) Given the reactants [F:1][CH:2]1[CH2:7][CH2:6][NH:5][CH2:4][CH2:3]1.Cl.F[C:10]1[CH:18]=[C:17]([NH2:19])[C:16]([N+:20]([O-:22])=[O:21])=[CH:15][C:11]=1[C:12]([OH:14])=[O:13], predict the reaction product. The product is: [F:1][CH:2]1[CH2:7][CH2:6][N:5]([C:10]2[CH:18]=[C:17]([NH2:19])[C:16]([N+:20]([O-:22])=[O:21])=[CH:15][C:11]=2[C:12]([OH:14])=[O:13])[CH2:4][CH2:3]1.